Dataset: Forward reaction prediction with 1.9M reactions from USPTO patents (1976-2016). Task: Predict the product of the given reaction. (1) Given the reactants C([Li])CCC.Br[C:7]1[CH:8]=[N:9][CH:10]=[CH:11][C:12]=1[CH3:13].COB(OC)OC.[C:21]([O:25][C:26](=[O:47])[NH:27][C:28]([C:30]1[S:31][C:32]([S:45][CH3:46])=[C:33]([S:35]([C:38]2[CH:43]=[CH:42][CH:41]=[C:40](Br)[CH:39]=2)(=[O:37])=[O:36])[CH:34]=1)=[NH:29])([CH3:24])([CH3:23])[CH3:22].C([O-])([O-])=O.[Na+].[Na+], predict the reaction product. The product is: [C:21]([O:25][C:26](=[O:47])[NH:27][C:28](=[NH:29])[C:30]1[S:31][C:32]([S:45][CH3:46])=[C:33]([S:35]([C:38]2[CH:39]=[CH:40][CH:41]=[C:42]([C:7]3[CH:8]=[N:9][CH:10]=[CH:11][C:12]=3[CH3:13])[CH:43]=2)(=[O:37])=[O:36])[CH:34]=1)([CH3:24])([CH3:22])[CH3:23]. (2) Given the reactants C([O:4][C:5]1[CH:22]=[CH:21][C:20]2[C@@H:19]3[C@H:10]([C@H:11]4[C@@:15]([CH2:17][C@@H:18]3[CH2:23][CH2:24][CH2:25][CH2:26][CH2:27][CH2:28][CH2:29][CH2:30][CH2:31][S:32]([CH2:35][CH2:36][CH2:37][C:38]([F:44])([F:43])[C:39]([F:42])([F:41])[F:40])(=[O:34])=[O:33])([CH3:16])[C@@H:14]([O:45][C:46](=[O:48])[CH3:47])[CH2:13][CH2:12]4)[CH2:9][CH2:8][C:7]=2[CH:6]=1)(=O)C.O.C(=O)(O)[O-].[K+].Cl, predict the reaction product. The product is: [C:46]([O:45][C@H:14]1[CH2:13][CH2:12][C@H:11]2[C@H:10]3[C@H:19]([C@@H:18]([CH2:23][CH2:24][CH2:25][CH2:26][CH2:27][CH2:28][CH2:29][CH2:30][CH2:31][S:32]([CH2:35][CH2:36][CH2:37][C:38]([F:43])([F:44])[C:39]([F:40])([F:41])[F:42])(=[O:33])=[O:34])[CH2:17][C@:15]12[CH3:16])[C:20]1[CH:21]=[CH:22][C:5]([OH:4])=[CH:6][C:7]=1[CH2:8][CH2:9]3)(=[O:48])[CH3:47].